This data is from Rat liver microsome stability data. The task is: Regression/Classification. Given a drug SMILES string, predict its absorption, distribution, metabolism, or excretion properties. Task type varies by dataset: regression for continuous measurements (e.g., permeability, clearance, half-life) or binary classification for categorical outcomes (e.g., BBB penetration, CYP inhibition). Dataset: rlm. (1) The molecule is COc1cc(NS(=O)(=O)c2ccc(C)cc2)cc(C(=O)Nc2nc(-c3ccccc3)cs2)c1. The result is 1 (stable in rat liver microsomes). (2) The molecule is O=C(Nc1ccc(OC(F)(F)F)cc1)N1CCC(n2cccc2)CC1. The result is 1 (stable in rat liver microsomes). (3) The molecule is Cc1nc2c(Cl)cccc2n1-c1cccc(Oc2cccc(S(C)(=O)=O)c2)c1. The result is 1 (stable in rat liver microsomes). (4) The molecule is O=C(N[C@@H](Cc1c[nH]c2ccccc12)C(=O)Nc1ccncc1)c1ccc(-c2ccc(OCc3ccccc3)c(F)c2)cc1F. The result is 0 (unstable in rat liver microsomes).